From a dataset of Forward reaction prediction with 1.9M reactions from USPTO patents (1976-2016). Predict the product of the given reaction. (1) The product is: [NH2:9][C:4]1[CH:3]=[C:2]([Br:1])[CH:7]=[CH:6][C:5]=1[OH:8]. Given the reactants [Br:1][C:2]1[CH:7]=[CH:6][C:5]([OH:8])=[C:4]([N+:9]([O-])=O)[CH:3]=1.[O-]S(S([O-])=O)=O.[Na+].[Na+], predict the reaction product. (2) Given the reactants [Cl:1][C:2]1[CH:21]=[CH:20][C:19](I)=[CH:18][C:3]=1[C:4]([NH:6][CH2:7][C:8]12[CH2:17][CH:12]3[CH2:13][CH:14]([CH2:16][CH:10]([CH2:11]3)[CH2:9]1)[CH2:15]2)=[O:5].[CH2:23]([CH:27]([Sn])C=C(CCCC)CCCC)[CH2:24]CC.C1(P(C2C=CC=CC=2)C2C=CC=CC=2)C=CC=CC=1.[Cl-].[Li+], predict the reaction product. The product is: [Cl:1][C:2]1[CH:21]=[CH:20][C:19]([CH2:27][CH:23]=[CH2:24])=[CH:18][C:3]=1[C:4]([NH:6][CH2:7][C:8]12[CH2:17][CH:12]3[CH2:13][CH:14]([CH2:16][CH:10]([CH2:11]3)[CH2:9]1)[CH2:15]2)=[O:5].